Regression. Given a target protein amino acid sequence and a drug SMILES string, predict the binding affinity score between them. We predict pIC50 (pIC50 = -log10(IC50 in M); higher means more potent). Dataset: bindingdb_ic50. From a dataset of Drug-target binding data from BindingDB using IC50 measurements. (1) The small molecule is CCOC(OCC)c1ccc(/C=C2\CN(C)C/C(=C\c3ccc(C(OCC)OCC)cc3)C2=O)cc1. The target is SSSEEGLTCRGIPNSISI. The pIC50 is 4.2. (2) The target protein (P14900) has sequence MADYQGKNVVIIGLGLTGLSCVDFFLARGVTPRVMDTRMTPPGLDKLPEAVERHTGSLNDEWLMAADLIVASPGIALAHPSLSAAADAGIEIVGDIELFCREAQAPIVAITGSNGKSTVTTLVGEMAKAAGVNVGVGGNIGLPALMLLDDECELYVLELSSFQLETTSSLQAVAATILNVTEDHMDRYPFGLQQYRAAKLRIYENAKVCVVNADDALTMPIRGADERCVSFGVNMGDYHLNHQQGETWLRVKGEKVLNVKEMKLSGQHNYTNALAALALADAAGLPRASSLKALTTFTGLPHRFEVVLEHNGVRWINDSKATNVGSTEAALNGLHVDGTLHLLLGGDGKSADFSPLARYLNGDNVRLYCFGRDGAQLAALRPEVAEQTETMEQAMRLLAPRVQPGDMVLLSPACASLDQFKNFEQRGNEFARLAKELG. The drug is O=C1OC(=Cc2cccc3ccccc23)C(=O)C1c1ccc(C(F)(F)F)cc1. The pIC50 is 4.4. (3) The compound is CC(=O)C1=C(C)NC(c2ccccc2)=CC1c1ccccc1. The target protein (Q01668) has sequence MMMMMMMKKMQHQRQQQADHANEANYARGTRLPLSGEGPTSQPNSSKQTVLSWQAAIDAARQAKAAQTMSTSAPPPVGSLSQRKRQQYAKSKKQGNSSNSRPARALFCLSLNNPIRRACISIVEWKPFDIFILLAIFANCVALAIYIPFPEDDSNSTNHNLEKVEYAFLIIFTVETFLKIIAYGLLLHPNAYVRNGWNLLDFVIVIVGLFSVILEQLTKETEGGNHSSGKSGGFDVKALRAFRVLRPLRLVSGVPSLQVVLNSIIKAMVPLLHIALLVLFVIIIYAIIGLELFIGKMHKTCFFADSDIVAEEDPAPCAFSGNGRQCTANGTECRSGWVGPNGGITNFDNFAFAMLTVFQCITMEGWTDVLYWMNDAMGFELPWVYFVSLVIFGSFFVLNLVLGVLSGEFSKEREKAKARGDFQKLREKQQLEEDLKGYLDWITQAEDIDPENEEEGGEEGKRNTSMPTSETESVNTENVSGEGENRGCCGSLCQAISKSK.... The pIC50 is 4.6.